This data is from Full USPTO retrosynthesis dataset with 1.9M reactions from patents (1976-2016). The task is: Predict the reactants needed to synthesize the given product. (1) Given the product [CH3:13][O:14][C:15](=[O:28])[C:16]1[CH:21]=[C:20]([N+:22]([O-:24])=[O:23])[CH:19]=[C:18]([C:25]2[O:12][C:3]3[CH:4]=[CH:5][C:6]([C:8]([CH3:9])([CH3:11])[CH3:10])=[CH:7][C:2]=3[N:1]=2)[CH:17]=1, predict the reactants needed to synthesize it. The reactants are: [NH2:1][C:2]1[CH:7]=[C:6]([C:8]([CH3:11])([CH3:10])[CH3:9])[CH:5]=[CH:4][C:3]=1[OH:12].[CH3:13][O:14][C:15](=[O:28])[C:16]1[CH:21]=[C:20]([N+:22]([O-:24])=[O:23])[CH:19]=[C:18]([C:25](Cl)=O)[CH:17]=1. (2) Given the product [O:43]=[C:39]1[CH:38]([S:37][C:33]([C@:31]23[C@@:13]4([CH3:36])[CH2:14][C@H:15]([OH:30])[C@@:16]5([F:29])[C@H:25]([C@@H:12]4[CH2:11][C@H:10]2[CH2:9][N:8]([CH2:1][C:2]2[CH:7]=[CH:6][CH:5]=[CH:4][CH:3]=2)[CH2:32]3)[CH2:24][C@H:23]([F:26])[C:22]2[C@:17]5([CH3:28])[CH:18]=[CH:19][C:20](=[O:27])[CH:21]=2)=[O:34])[CH2:42][CH2:41][O:40]1, predict the reactants needed to synthesize it. The reactants are: [CH2:1]([N:8]1[CH2:32][C@:31]2([C:33](O)=[O:34])[C@@H:10]([CH2:11][C@H:12]3[CH:25]4[C@@:16]([F:29])([C@:17]5([CH3:28])[C:22]([C@@H:23]([F:26])[CH2:24]4)=[CH:21][C:20](=[O:27])[CH:19]=[CH:18]5)[C@@H:15]([OH:30])[CH2:14][C@@:13]32[CH3:36])[CH2:9]1)[C:2]1[CH:7]=[CH:6][CH:5]=[CH:4][CH:3]=1.[SH:37][CH:38]1[CH2:42][CH2:41][O:40][C:39]1=[O:43].